Dataset: Reaction yield outcomes from USPTO patents with 853,638 reactions. Task: Predict the reaction yield, written as a fraction of the theoretical maximum amount of product (1.0 means a 100% yield; for example, 0.34 means a 34% yield). (1) The reactants are [CH:1]1[C:2]2[C:9](=O)[NH:8][CH:7]=[N:6][C:3]=2[NH:4][N:5]=1.P(Cl)(Cl)([Cl:13])=O.C(N(C(C)C)CC)(C)C. The catalyst is C1(C)C=CC=CC=1. The product is [Cl:13][C:9]1[N:8]=[CH:7][N:6]=[C:3]2[NH:4][N:5]=[CH:1][C:2]=12. The yield is 0.705. (2) The reactants are [F:1][C:2]1[CH:8]=[C:7](I)[CH:6]=[CH:5][C:3]=1[NH2:4].[CH3:10][C:11]1[CH:15]=[CH:14][NH:13][N:12]=1.C([O-])([O-])=O.[Cs+].[Cs+].N[C@@H]1CCCC[C@H]1N. The catalyst is [Cu]I. The product is [F:1][C:2]1[CH:8]=[C:7]([N:13]2[CH:14]=[CH:15][C:11]([CH3:10])=[N:12]2)[CH:6]=[CH:5][C:3]=1[NH2:4]. The yield is 0.380. (3) The reactants are C([O:8][C:9]1[CH:10]=[C:11]([C:17]2([C:20]([NH:22][C:23]3[CH:28]=[CH:27][CH:26]=[C:25]([C:29]4[CH:34]=[CH:33][C:32]([S:35]([N:38]5[CH2:42][CH2:41][CH2:40][C@@H:39]5[CH2:43][OH:44])(=[O:37])=[O:36])=[CH:31][CH:30]=4)[N:24]=3)=[O:21])[CH2:19][CH2:18]2)[CH:12]=[CH:13][C:14]=1[O:15][CH3:16])C1C=CC=CC=1.[H][H]. The catalyst is C(O)C.[Pd]. The product is [OH:8][C:9]1[CH:10]=[C:11]([C:17]2([C:20]([NH:22][C:23]3[CH:28]=[CH:27][CH:26]=[C:25]([C:29]4[CH:34]=[CH:33][C:32]([S:35]([N:38]5[CH2:42][CH2:41][CH2:40][C@@H:39]5[CH2:43][OH:44])(=[O:37])=[O:36])=[CH:31][CH:30]=4)[N:24]=3)=[O:21])[CH2:18][CH2:19]2)[CH:12]=[CH:13][C:14]=1[O:15][CH3:16]. The yield is 0.340. (4) The reactants are [CH2:1]([O:3]/[C:4](=[CH:10]\[C:11]1[CH:16]=[CH:15][C:14]([C:17]2[CH:22]=[CH:21][CH:20]=[C:19]([NH:23][CH3:24])[CH:18]=2)=[CH:13][CH:12]=1)/[C:5]([O:7][CH2:8][CH3:9])=[O:6])[CH3:2].[CH3:25][C:26]1[CH:31]=[CH:30][C:29]([N:32]=[C:33]=[O:34])=[CH:28][CH:27]=1. No catalyst specified. The product is [CH2:1]([O:3]/[C:4](=[CH:10]\[C:11]1[CH:16]=[CH:15][C:14]([C:17]2[CH:22]=[CH:21][CH:20]=[C:19]([N:23]([CH3:24])[C:33]([NH:32][C:29]3[CH:30]=[CH:31][C:26]([CH3:25])=[CH:27][CH:28]=3)=[O:34])[CH:18]=2)=[CH:13][CH:12]=1)/[C:5]([O:7][CH2:8][CH3:9])=[O:6])[CH3:2]. The yield is 0.850.